Dataset: Forward reaction prediction with 1.9M reactions from USPTO patents (1976-2016). Task: Predict the product of the given reaction. (1) The product is: [NH2:1][C:2]1[C:11]2[N:12]=[C:13]3[CH2:18][O:17][CH2:16][C@H:15]([CH2:19][CH2:20][CH2:21][NH:22][S:23]([CH3:26])(=[O:25])=[O:24])[N:14]3[C:10]=2[C:9]2[CH2:8][CH2:7][CH2:6][CH2:5][C:4]=2[N:3]=1. Given the reactants [NH2:1][C:2]1[C:11]2[N:12]=[C:13]3[CH2:18][O:17][CH2:16][C@H:15]([CH2:19][CH2:20][CH2:21][NH:22][S:23]([CH3:26])(=[O:25])=[O:24])[N:14]3[C:10]=2[C:9]2[C:4](=[CH:5][CH:6]=[CH:7][CH:8]=2)[N:3]=1, predict the reaction product. (2) Given the reactants [C:1]([O:5][C:6](=[O:22])[NH:7][C:8]1[CH:13]=[CH:12][C:11]([C:14]2[CH:19]=[CH:18][C:17]([F:20])=[CH:16][CH:15]=2)=[CH:10][C:9]=1[NH2:21])([CH3:4])([CH3:3])[CH3:2].C([O:25][C:26](=O)[CH2:27][C:28](=[O:40])[C:29]1[CH:34]=[CH:33][CH:32]=[C:31]([N:35]2[CH:39]=[CH:38][N:37]=[N:36]2)[CH:30]=1)C, predict the reaction product. The product is: [C:1]([O:5][C:6](=[O:22])[NH:7][C:8]1[CH:13]=[CH:12][C:11]([C:14]2[CH:15]=[CH:16][C:17]([F:20])=[CH:18][CH:19]=2)=[CH:10][C:9]=1[NH:21][C:26](=[O:25])[CH2:27][C:28](=[O:40])[C:29]1[CH:34]=[CH:33][CH:32]=[C:31]([N:35]2[CH:39]=[CH:38][N:37]=[N:36]2)[CH:30]=1)([CH3:4])([CH3:2])[CH3:3]. (3) Given the reactants [N:1]1[CH:6]=[CH:5][CH:4]=[CH:3][C:2]=1[C:7]1[N:8]=[CH:9][N:10]([CH2:12][C:13]#[N:14])[CH:11]=1.[CH3:15][N:16]([CH:18](OC)OC)[CH3:17], predict the reaction product. The product is: [CH3:15][N:16]([CH3:17])[CH:18]=[C:12]([N:10]1[CH:11]=[C:7]([C:2]2[CH:3]=[CH:4][CH:5]=[CH:6][N:1]=2)[N:8]=[CH:9]1)[C:13]#[N:14].